The task is: Predict the reactants needed to synthesize the given product.. This data is from Retrosynthesis with 50K atom-mapped reactions and 10 reaction types from USPTO. (1) Given the product C[C@@H]1CN[C@H](c2ccccc2)CO1, predict the reactants needed to synthesize it. The reactants are: C[C@H]1OC[C@@H](c2ccccc2)NC1=O. (2) Given the product O=C1c2ccc(Cl)cc2CCN1c1cncc(O)c1, predict the reactants needed to synthesize it. The reactants are: COc1cncc(N2CCc3cc(Cl)ccc3C2=O)c1. (3) Given the product Cc1cc([C@@H](O)[C@@H](C)N2CCC(O)(c3ccc(Cl)cc3)CC2)cc(C)c1O[Si](C(C)C)(C(C)C)C(C)C, predict the reactants needed to synthesize it. The reactants are: Cc1cc(C(=O)C(C)N2CCC(O)(c3ccc(Cl)cc3)CC2)cc(C)c1O[Si](C(C)C)(C(C)C)C(C)C. (4) Given the product COc1nc2ccc(C(O)(c3ccccn3)c3cncn3C)cc2c(Cl)c1Cc1ccc(S(C)(=O)=O)cc1, predict the reactants needed to synthesize it. The reactants are: COc1nc2ccc(C(=O)c3cncn3C)cc2c(Cl)c1Cc1ccc(S(C)(=O)=O)cc1.[Mg+]c1ccccn1. (5) The reactants are: C[C@H](N)C(=O)N[C@@H](C)C(=O)Nc1ccccc1.O=C(Cl)c1ccccc1. Given the product C[C@H](NC(=O)c1ccccc1)C(=O)N[C@@H](C)C(=O)Nc1ccccc1, predict the reactants needed to synthesize it. (6) Given the product O=C(O)c1ccccc1, predict the reactants needed to synthesize it. The reactants are: O=C(O)c1ccccc1O. (7) Given the product CC(C)C(=O)Nc1cccc(C2CCN(CCCCCC(Oc3ccc(F)cc3)c3ccccc3)CC2)c1, predict the reactants needed to synthesize it. The reactants are: CC(C)C(=O)Nc1cccc(C2CCN(CCCCCC(O)c3ccccc3)CC2)c1.Oc1ccc(F)cc1. (8) Given the product c1ccc2nc(NCCCNCc3ccoc3)ccc2c1, predict the reactants needed to synthesize it. The reactants are: NCCCNc1ccc2ccccc2n1.O=Cc1ccoc1.